From a dataset of Peptide-MHC class I binding affinity with 185,985 pairs from IEDB/IMGT. Regression. Given a peptide amino acid sequence and an MHC pseudo amino acid sequence, predict their binding affinity value. This is MHC class I binding data. (1) The peptide sequence is RRMGGLRKY. The MHC is HLA-B48:01 with pseudo-sequence HLA-B48:01. The binding affinity (normalized) is 0.0847. (2) The peptide sequence is RQGLERALL. The MHC is HLA-A29:02 with pseudo-sequence HLA-A29:02. The binding affinity (normalized) is 0. (3) The peptide sequence is HSNVKELVF. The MHC is Mamu-A02 with pseudo-sequence Mamu-A02. The binding affinity (normalized) is 0.00115. (4) The peptide sequence is PQVLGGLSF. The MHC is HLA-B46:01 with pseudo-sequence HLA-B46:01. The binding affinity (normalized) is 0.0847. (5) The peptide sequence is HIKTIAVSVY. The MHC is HLA-A33:01 with pseudo-sequence HLA-A33:01. The binding affinity (normalized) is 0.119.